From a dataset of Full USPTO retrosynthesis dataset with 1.9M reactions from patents (1976-2016). Predict the reactants needed to synthesize the given product. (1) Given the product [Br:12][C:13]1[N:14]=[C:15]([C:34]2[O:1][N:2]=[C:3]([C:4]3[CH:9]=[CH:8][C:7]([CH3:10])=[CH:6][CH:5]=3)[CH:35]=2)[C:16]([N:19]([C:27]([O:29][C:30]([CH3:33])([CH3:32])[CH3:31])=[O:28])[C:20](=[O:26])[O:21][C:22]([CH3:24])([CH3:25])[CH3:23])=[N:17][CH:18]=1, predict the reactants needed to synthesize it. The reactants are: [OH:1][N:2]=[C:3](Cl)[C:4]1[CH:9]=[CH:8][C:7]([CH3:10])=[CH:6][CH:5]=1.[Br:12][C:13]1[N:14]=[C:15]([C:34]#[CH:35])[C:16]([N:19]([C:27]([O:29][C:30]([CH3:33])([CH3:32])[CH3:31])=[O:28])[C:20](=[O:26])[O:21][C:22]([CH3:25])([CH3:24])[CH3:23])=[N:17][CH:18]=1.CCN(CC)CC. (2) Given the product [CH2:1]([O:8][C:9]1[CH:14]=[CH:13][C:12]([Br:15])=[CH:11][C:10]=1[CH2:16][CH2:17][NH:18][C:20]1[CH:25]=[CH:24][C:23]([C:26]([O:28][C:29]([CH3:32])([CH3:31])[CH3:30])=[O:27])=[CH:22][N:21]=1)[C:2]1[CH:3]=[CH:4][CH:5]=[CH:6][CH:7]=1, predict the reactants needed to synthesize it. The reactants are: [CH2:1]([O:8][C:9]1[CH:14]=[CH:13][C:12]([Br:15])=[CH:11][C:10]=1[CH2:16][CH2:17][NH2:18])[C:2]1[CH:7]=[CH:6][CH:5]=[CH:4][CH:3]=1.Cl[C:20]1[CH:25]=[CH:24][C:23]([C:26]([O:28][C:29]([CH3:32])([CH3:31])[CH3:30])=[O:27])=[CH:22][N:21]=1.C(=O)([O-])[O-].[K+].[K+].C(OCC)C. (3) Given the product [CH3:24][S:25][C:3]1[CH:4]=[C:5]([C:8]([F:11])([F:10])[F:9])[CH:6]=[CH:7][C:2]=1[C:22]([O:27][CH3:15])=[O:23], predict the reactants needed to synthesize it. The reactants are: Br[C:2]1[CH:7]=[CH:6][C:5]([C:8]([F:11])([F:10])[F:9])=[CH:4][C:3]=1[N+]([O-])=O.[CH2:15](N(CC)CC)C.[CH3:22][OH:23].[CH3:24][S-:25].[Na+].[OH2:27]. (4) Given the product [F:1][C:2]([F:7])([F:6])[C:3]([OH:5])=[O:4].[CH3:41][N:42]([CH3:43])[CH2:9][CH2:8][N:10]([CH2:12][C:13]1[S:17][CH:16]=[C:15]([C:18]2[CH:19]=[C:20]3[C:24](=[C:25]([C:27]([NH2:29])=[O:28])[CH:26]=2)[NH:23][CH:22]=[C:21]3[CH:30]2[CH2:35][CH2:34][N:33]([S:36]([CH2:39][CH3:40])(=[O:37])=[O:38])[CH2:32][CH2:31]2)[CH:14]=1)[CH3:11], predict the reactants needed to synthesize it. The reactants are: [F:1][C:2]([F:7])([F:6])[C:3]([OH:5])=[O:4].[CH2:8]([N:10]([CH2:12][C:13]1[S:17][CH:16]=[C:15]([C:18]2[CH:19]=[C:20]3[C:24](=[C:25]([C:27]([NH2:29])=[O:28])[CH:26]=2)[NH:23][CH:22]=[C:21]3[CH:30]2[CH2:35][CH2:34][N:33]([S:36]([CH2:39][CH3:40])(=[O:38])=[O:37])[CH2:32][CH2:31]2)[CH:14]=1)[CH3:11])[CH3:9].[CH3:41][NH:42][CH2:43]C. (5) Given the product [CH2:1]([Si:3]([CH2:21][CH3:22])([CH2:19][CH3:20])[O:4][CH:5]([CH2:9][CH2:10][O:11][CH2:12][C:13]1[CH:18]=[CH:17][CH:16]=[CH:15][CH:14]=1)[CH2:6][CH:7]=[O:27])[CH3:2], predict the reactants needed to synthesize it. The reactants are: [CH2:1]([Si:3]([CH2:21][CH3:22])([CH2:19][CH3:20])[O:4][CH:5]([CH2:9][CH2:10][O:11][CH2:12][C:13]1[CH:18]=[CH:17][CH:16]=[CH:15][CH:14]=1)[CH2:6][CH:7]=C)[CH3:2].C[N+]1([O-])CC[O:27]CC1.I([O-])(=O)(=O)=O.[Na+]. (6) The reactants are: [CH3:1][O-:2].[Na+].Cl[C:5]1[CH:10]=[C:9]([N:11]2[CH2:15][CH2:14][N:13]([C:16]3[CH:17]=[N:18][CH:19]=[CH:20][C:21]=3[CH3:22])[C:12]2=[O:23])[CH:8]=[CH:7][N:6]=1.CO. Given the product [CH3:1][O:2][C:5]1[CH:10]=[C:9]([N:11]2[CH2:15][CH2:14][N:13]([C:16]3[CH:17]=[N:18][CH:19]=[CH:20][C:21]=3[CH3:22])[C:12]2=[O:23])[CH:8]=[CH:7][N:6]=1, predict the reactants needed to synthesize it.